Dataset: Forward reaction prediction with 1.9M reactions from USPTO patents (1976-2016). Task: Predict the product of the given reaction. (1) Given the reactants [CH2:1]([O:3][CH2:4][C:5]1[N:6]([CH2:18][C:19]([CH3:22])([OH:21])[CH3:20])[C:7]2[C:16]3[CH:15]=[CH:14][CH:13]=[CH:12][C:11]=3[N:10]=[CH:9][C:8]=2[N:17]=1)[CH3:2].[CH:23]([S:25]([CH3:28])(=[O:27])=[O:26])=[CH2:24], predict the reaction product. The product is: [CH3:28][S:25]([CH2:23][CH2:24][O:21][C:19]([CH3:22])([CH3:20])[CH2:18][N:6]1[C:7]2[C:16]3[CH:15]=[CH:14][CH:13]=[CH:12][C:11]=3[N:10]=[CH:9][C:8]=2[N:17]=[C:5]1[CH2:4][O:3][CH2:1][CH3:2])(=[O:27])=[O:26]. (2) Given the reactants [F:1][C:2]1[CH:7]=[C:6](B2OC(C)(C)C(C)(C)O2)[C:5]([F:17])=[CH:4][C:3]=1[Si:18]([CH3:21])([CH3:20])[CH3:19].[C:22]([NH:25][C:26]1[CH:31]=[C:30](Cl)[N:29]=[C:28]([C:33]([O:35][CH3:36])=[O:34])[C:27]=1[Cl:37])(=[O:24])[CH3:23].C(=O)([O-])[O-].[Na+].[Na+].C(#N)C, predict the reaction product. The product is: [C:22]([NH:25][C:26]1[CH:31]=[C:30]([C:6]2[CH:7]=[C:2]([F:1])[C:3]([Si:18]([CH3:19])([CH3:20])[CH3:21])=[CH:4][C:5]=2[F:17])[N:29]=[C:28]([C:33]([O:35][CH3:36])=[O:34])[C:27]=1[Cl:37])(=[O:24])[CH3:23]. (3) Given the reactants [Br:1][C:2]1[CH:3]=[C:4]2[C:9](=[CH:10][CH:11]=1)[N:8]=[CH:7][C:6]([C:12](N(OC)C)=[O:13])=[CH:5]2.[CH3:18][Mg]Br, predict the reaction product. The product is: [Br:1][C:2]1[CH:3]=[C:4]2[C:9](=[CH:10][CH:11]=1)[N:8]=[CH:7][C:6]([C:12](=[O:13])[CH3:18])=[CH:5]2. (4) Given the reactants Cl[C:2]1[C:3]2[C:4](=[CH:19][N:20](CC3C=CC(OC)=CC=3)[N:21]=2)[N:5]=[C:6]([C:8]2[CH:18]=[CH:17][C:11]3[O:12][CH2:13][C:14](=[O:16])[NH:15][C:10]=3[CH:9]=2)[N:7]=1.[O:31]1[CH2:36][CH2:35][N:34]([C:37]2[CH:43]=[CH:42][C:40]([NH2:41])=[CH:39][CH:38]=2)[CH2:33][CH2:32]1.Cl, predict the reaction product. The product is: [O:31]1[CH2:32][CH2:33][N:34]([C:37]2[CH:38]=[CH:39][C:40]([NH:41][C:2]3[C:3]4[NH:21][N:20]=[CH:19][C:4]=4[N:5]=[C:6]([C:8]4[CH:18]=[CH:17][C:11]5[O:12][CH2:13][C:14](=[O:16])[NH:15][C:10]=5[CH:9]=4)[N:7]=3)=[CH:42][CH:43]=2)[CH2:35][CH2:36]1.